Dataset: Full USPTO retrosynthesis dataset with 1.9M reactions from patents (1976-2016). Task: Predict the reactants needed to synthesize the given product. (1) Given the product [N:18]1([C:23]2[CH:24]=[C:25]([NH:26][C:13]([C:6]3[CH:7]=[CH:8][CH:9]=[C:10]4[C:5]=3[NH:4][C:3]([C:2]([F:1])([F:17])[F:16])=[C:11]4[CH3:12])=[O:15])[CH:27]=[CH:28][CH:29]=2)[CH:22]=[N:21][CH:20]=[N:19]1, predict the reactants needed to synthesize it. The reactants are: [F:1][C:2]([F:17])([F:16])[C:3]1[NH:4][C:5]2[C:10]([C:11]=1[CH3:12])=[CH:9][CH:8]=[CH:7][C:6]=2[C:13]([OH:15])=O.[N:18]1([C:23]2[CH:24]=[C:25]([CH:27]=[CH:28][CH:29]=2)[NH2:26])[CH:22]=[N:21][CH:20]=[N:19]1.Cl.C(N=C=NCCCN(C)C)C. (2) Given the product [CH2:1]([O:8][C:9]1[CH:14]=[CH:13][CH:12]=[CH:11][C:10]=1[C:15]1[CH:20]=[CH:19][N:18]=[CH:17][C:16]=1[N:21]([CH3:22])[C:30](=[O:32])[C:29]1[CH:33]=[C:34]([C:36]([F:39])([F:38])[F:37])[CH:35]=[C:27]([S:24]([CH3:23])(=[O:25])=[O:26])[CH:28]=1)[C:2]1[CH:7]=[CH:6][CH:5]=[CH:4][CH:3]=1, predict the reactants needed to synthesize it. The reactants are: [CH2:1]([O:8][C:9]1[CH:14]=[CH:13][CH:12]=[CH:11][C:10]=1[C:15]1[CH:20]=[CH:19][N:18]=[CH:17][C:16]=1[NH:21][CH3:22])[C:2]1[CH:7]=[CH:6][CH:5]=[CH:4][CH:3]=1.[CH3:23][S:24]([C:27]1[CH:28]=[C:29]([CH:33]=[C:34]([C:36]([F:39])([F:38])[F:37])[CH:35]=1)[C:30]([OH:32])=O)(=[O:26])=[O:25]. (3) The reactants are: [C:1]1(=[O:8])[O:7][C:5](=O)[CH2:4][O:3][CH2:2]1.[NH2:9][CH2:10][CH2:11][CH2:12][OH:13]. Given the product [OH:13][CH2:12][CH2:11][CH2:10][N:9]1[C:1](=[O:8])[CH2:2][O:3][CH2:4][C:5]1=[O:7], predict the reactants needed to synthesize it. (4) Given the product [C:1]([O:5][C:6]([N:8]1[CH:14]2[CH2:15][O:16][CH2:17][CH:9]1[CH2:10][N:11]([C:20]1[CH:25]=[N:24][C:23]([N+:26]([O-:28])=[O:27])=[CH:22][CH:21]=1)[C:12](=[O:18])[CH2:13]2)=[O:7])([CH3:4])([CH3:2])[CH3:3], predict the reactants needed to synthesize it. The reactants are: [C:1]([O:5][C:6]([N:8]1[CH:14]2[CH2:15][O:16][CH2:17][CH:9]1[CH2:10][NH:11][C:12](=[O:18])[CH2:13]2)=[O:7])([CH3:4])([CH3:3])[CH3:2].Br[C:20]1[CH:21]=[CH:22][C:23]([N+:26]([O-:28])=[O:27])=[N:24][CH:25]=1. (5) Given the product [Cl:1][C:2]1[CH:10]=[C:9]([S:11]([CH3:14])(=[O:13])=[O:12])[CH:8]=[CH:7][C:3]=1[C:4]([NH:26][C:23]1[O:24][CH:25]=[C:21]([C:15]2[CH:20]=[CH:19][CH:18]=[CH:17][CH:16]=2)[N:22]=1)=[O:6], predict the reactants needed to synthesize it. The reactants are: [Cl:1][C:2]1[CH:10]=[C:9]([S:11]([CH3:14])(=[O:13])=[O:12])[CH:8]=[CH:7][C:3]=1[C:4]([OH:6])=O.[C:15]1([C:21]2[N:22]=[C:23]([NH2:26])[O:24][CH:25]=2)[CH:20]=[CH:19][CH:18]=[CH:17][CH:16]=1.C(N(CC)CC)C.C(P1(=O)OP(=O)(CCC)OP(=O)(CCC)O1)CC. (6) Given the product [C:22]([C:17]1[CH:18]=[CH:19][CH:20]=[CH:21][C:16]=1[O:15][N:14]=[CH:12][C:13]1[CH:6]=[CH:7][CH:2]=[CH:3][CH:4]=1)([OH:24])=[O:23], predict the reactants needed to synthesize it. The reactants are: C(=O)[C:2]1[CH:7]=[CH:6]C=[CH:4][CH:3]=1.C(O[C:12](=[N:14][O:15][C:16]1[CH:21]=[CH:20][CH:19]=[CH:18][C:17]=1[C:22]([OH:24])=[O:23])[CH3:13])C. (7) Given the product [Cl:1][C:2]1[CH:3]=[C:4]([C:9]([NH:36][C:32]2[CH:33]=[C:34]([CH3:35])[N:30]([CH2:29][C:27]3[CH:28]=[C:23]([Cl:22])[CH:24]=[CH:25][C:26]=3[O:37][CH2:38][CH:39]([CH3:41])[CH3:40])[N:31]=2)=[O:11])[CH:5]=[N:6][C:7]=1[Cl:8], predict the reactants needed to synthesize it. The reactants are: [Cl:1][C:2]1[CH:3]=[C:4]([C:9]([OH:11])=O)[CH:5]=[N:6][C:7]=1[Cl:8].S(Cl)(Cl)=O.N1C=CC=CC=1.[Cl:22][C:23]1[CH:24]=[CH:25][C:26]([O:37][CH2:38][CH:39]([CH3:41])[CH3:40])=[C:27]([CH2:29][N:30]2[C:34]([CH3:35])=[CH:33][C:32]([NH2:36])=[N:31]2)[CH:28]=1. (8) The reactants are: [Br:1][C:2]1[CH:3]=[C:4]([C:15]([F:18])([F:17])[F:16])[C:5]2[N:6]([C:8]([Cl:14])=[C:9]([C:11]([OH:13])=O)[N:10]=2)[CH:7]=1.[CH3:19][C@H:20]1[O:24][C:23](=[O:25])[N:22]([CH:26]2[CH2:31][CH2:30][NH:29][CH2:28][CH2:27]2)[C:21]1=[O:32].C(N(CC)C(C)C)(C)C.CN(C(ON1N=NC2C=CC=NC1=2)=[N+](C)C)C.F[P-](F)(F)(F)(F)F. Given the product [Br:1][C:2]1[CH:3]=[C:4]([C:15]([F:18])([F:17])[F:16])[C:5]2[N:6]([C:8]([Cl:14])=[C:9]([C:11]([N:29]3[CH2:28][CH2:27][CH:26]([N:22]4[C:21](=[O:32])[C@@H:20]([CH3:19])[O:24][C:23]4=[O:25])[CH2:31][CH2:30]3)=[O:13])[N:10]=2)[CH:7]=1, predict the reactants needed to synthesize it. (9) The reactants are: I[CH2:2][C@H:3]1[CH2:7][CH2:6][N:5]([C@@H:8]([C:10]2[CH:15]=[CH:14][CH:13]=[CH:12][CH:11]=2)[CH3:9])[C@H:4]1[C:16]([O:18][CH3:19])=[O:17].[N-:20]=[N+:21]=[N-:22].[Na+]. Given the product [N:20]([CH2:2][C@H:3]1[CH2:7][CH2:6][N:5]([C@@H:8]([C:10]2[CH:15]=[CH:14][CH:13]=[CH:12][CH:11]=2)[CH3:9])[C@H:4]1[C:16]([O:18][CH3:19])=[O:17])=[N+:21]=[N-:22], predict the reactants needed to synthesize it. (10) Given the product [CH3:1][C:2]1[CH:7]=[CH:6][C:5]([O:8][CH2:9][C:10]([F:11])([F:13])[F:12])=[CH:4][N+:3]=1[O-:22], predict the reactants needed to synthesize it. The reactants are: [CH3:1][C:2]1[CH:7]=[CH:6][C:5]([O:8][CH2:9][C:10]([F:13])([F:12])[F:11])=[CH:4][N:3]=1.C1C=C(Cl)C=C(C(OO)=[O:22])C=1.